From a dataset of Reaction yield outcomes from USPTO patents with 853,638 reactions. Predict the reaction yield, written as a fraction of the theoretical maximum amount of product (1.0 means a 100% yield; for example, 0.34 means a 34% yield). (1) The yield is 0.600. The product is [CH3:11][C:12]1([CH3:37])[CH2:21][CH2:20][C:19]([CH3:22])([CH3:23])[C:18]2[CH:17]=[C:16]([Se:24][CH2:25][CH2:26][C:27]3[CH:36]=[CH:35][C:30]([CH2:31][OH:32])=[CH:29][CH:28]=3)[CH:15]=[CH:14][C:13]1=2. The reactants are [H-].C([Al+]CC(C)C)C(C)C.[CH3:11][C:12]1([CH3:37])[CH2:21][CH2:20][C:19]([CH3:23])([CH3:22])[C:18]2[CH:17]=[C:16]([Se:24][C:25]#[C:26][C:27]3[CH:36]=[CH:35][C:30]([C:31](OC)=[O:32])=[CH:29][CH:28]=3)[CH:15]=[CH:14][C:13]1=2.C(C(C(C([O-])=O)O)O)([O-])=O.[Na+].[K+]. The catalyst is C1(C)C=CC=CC=1. (2) The reactants are [OH:1][C:2]1[CH:9]=[C:8]([OH:10])[CH:7]=[CH:6][C:3]=1[CH:4]=[O:5].[CH2:11](Br)[CH2:12][CH2:13][CH2:14][CH2:15][CH3:16].C(=O)([O-])[O-].[Li+].[Li+]. The catalyst is CN(C)C=O. The product is [CH2:11]([O:10][C:8]1[CH:7]=[CH:6][C:3]([CH:4]=[O:5])=[C:2]([OH:1])[CH:9]=1)[CH2:12][CH2:13][CH2:14][CH2:15][CH3:16]. The yield is 0.370. (3) The reactants are [IH:1].[CH3:2][N:3]1[C:8](=[O:9])[N:7]2[CH:10]=[N:11][C:12]([C:13](SC)=[NH:14])=[C:6]2[N:5]=[N:4]1.[NH2:17][CH2:18][C:19]([C:21]1[CH:26]=[CH:25][CH:24]=[CH:23][CH:22]=1)=[O:20]. No catalyst specified. The product is [IH:1].[CH3:2][N:3]1[C:8](=[O:9])[N:7]2[CH:10]=[N:11][C:12]([C:13](=[NH:14])[NH:17][CH2:18][C:19](=[O:20])[C:21]3[CH:26]=[CH:25][CH:24]=[CH:23][CH:22]=3)=[C:6]2[N:5]=[N:4]1. The yield is 0.340. (4) The reactants are [Cl:1][C:2]1[CH:3]=[CH:4][C:5]([F:17])=[C:6]2[C:11]=1[N:10]=[C:9]([C:12]([F:15])([F:14])[F:13])[CH:8]=[C:7]2[OH:16].[C:18]([O-])([O-])=O.[K+].[K+].IC. The catalyst is CC(C)=O. The product is [Cl:1][C:2]1[CH:3]=[CH:4][C:5]([F:17])=[C:6]2[C:11]=1[N:10]=[C:9]([C:12]([F:13])([F:14])[F:15])[CH:8]=[C:7]2[O:16][CH3:18]. The yield is 1.00. (5) The reactants are [CH3:1][N:2]([CH3:20])[CH2:3][CH2:4][O:5][C:6]1[CH:11]=[CH:10][C:9]([N+:12]([O-])=O)=[CH:8][C:7]=1[NH:15][C:16](=[O:19])[CH:17]=[CH2:18].[Cl-].[NH4+]. The catalyst is O1CCOCC1.O.[Zn]. The product is [NH2:12][C:9]1[CH:10]=[CH:11][C:6]([O:5][CH2:4][CH2:3][N:2]([CH3:20])[CH3:1])=[C:7]([NH:15][C:16](=[O:19])[CH:17]=[CH2:18])[CH:8]=1. The yield is 0.440. (6) The reactants are [Cl:1][C:2]1[S:6][C:5]([C:7]([OH:9])=O)=[CH:4][C:3]=1[C:10]1[N:14]([CH3:15])[N:13]=[CH:12][C:11]=1[Cl:16].C(N(CC)C(C)C)(C)C.[NH2:26][C@@H:27]([CH2:40][CH:41]1[CH2:46][CH2:45][CH2:44][CH2:43][CH2:42]1)[CH2:28][N:29]1[C:37](=[O:38])[C:36]2[C:31](=[CH:32][CH:33]=[CH:34][CH:35]=2)[C:30]1=[O:39].CC(OC(N[C@H](C(O)=O)CC1C=CC=CC=1C(F)(F)F)=O)(C)C.F[P-](F)(F)(F)(F)F.Br[P+](N1CCCC1)(N1CCCC1)N1CCCC1. The catalyst is C(Cl)Cl. The product is [Cl:1][C:2]1[S:6][C:5]([C:7]([NH:26][C@H:27]([CH2:28][N:29]2[C:37](=[O:38])[C:36]3[C:31](=[CH:32][CH:33]=[CH:34][CH:35]=3)[C:30]2=[O:39])[CH2:40][CH:41]2[CH2:46][CH2:45][CH2:44][CH2:43][CH2:42]2)=[O:9])=[CH:4][C:3]=1[C:10]1[N:14]([CH3:15])[N:13]=[CH:12][C:11]=1[Cl:16]. The yield is 0.710. (7) The reactants are [CH3:1][O:2][C:3](=[O:6])[CH2:4][SH:5].C[O-].[Na+].C([O:12][C:13](=O)[C:14]1[C:19](Cl)=[CH:18][C:17]([CH3:21])=[N:16][C:15]=1[Cl:22])C.[C:24]([O:28][C:29](=[O:32])[CH2:30]Br)([CH3:27])([CH3:26])[CH3:25]. The catalyst is CN(C=O)C. The product is [CH3:1][O:2][C:3]([C:4]1[S:5][C:19]2[CH:18]=[C:17]([CH3:21])[N:16]=[C:15]([Cl:22])[C:14]=2[C:13]=1[O:12][CH2:30][C:29]([O:28][C:24]([CH3:27])([CH3:26])[CH3:25])=[O:32])=[O:6]. The yield is 0.510. (8) The reactants are [Cl:1][C:2]1[CH:37]=[CH:36][C:5]([CH2:6][CH2:7][NH:8][C:9]([C:11]2[CH:35]=[CH:34][C:14]([O:15][C:16]3[CH:25]=[C:24]4[C:19]([CH:20]([C:28]([O:30]C)=[O:29])[CH2:21][C:22]([CH3:27])([CH3:26])[O:23]4)=[CH:18][C:17]=3[C:32]#[N:33])=[CH:13][CH:12]=2)=[O:10])=[CH:4][CH:3]=1.[OH-].[Na+].O.CO. The catalyst is C1COCC1.C(OCC)(=O)C.Cl. The product is [Cl:1][C:2]1[CH:3]=[CH:4][C:5]([CH2:6][CH2:7][NH:8][C:9]([C:11]2[CH:12]=[CH:13][C:14]([O:15][C:16]3[CH:25]=[C:24]4[C:19]([CH:20]([C:28]([OH:30])=[O:29])[CH2:21][C:22]([CH3:26])([CH3:27])[O:23]4)=[CH:18][C:17]=3[C:32]#[N:33])=[CH:34][CH:35]=2)=[O:10])=[CH:36][CH:37]=1. The yield is 0.308. (9) The reactants are C([Si](C)(C)[O:6][C:7]1[C:12]([CH3:13])=[CH:11][C:10]([CH:14]2[C:22]3[C:17](=[CH:18][CH:19]=[CH:20][CH:21]=3)[N:16]([CH2:23][C:24]3[CH:29]=[CH:28][CH:27]=[CH:26][C:25]=3[Cl:30])[C:15]2=[O:31])=[CH:9][C:8]=1[CH3:32])(C)(C)C.C[Si]([N-][Si](C)(C)C)(C)C.[K+].[CH3:45][O:46][C:47]1[CH:48]=[C:49]([CH:52]=[CH:53][CH:54]=1)[CH2:50]Br.CCCC[N+](CCCC)(CCCC)CCCC.[F-]. The catalyst is CN(C=O)C. The product is [Cl:30][C:25]1[CH:26]=[CH:27][CH:28]=[CH:29][C:24]=1[CH2:23][N:16]1[C:17]2[C:22](=[CH:21][CH:20]=[CH:19][CH:18]=2)[C:14]([C:10]2[CH:9]=[C:8]([CH3:32])[C:7]([OH:6])=[C:12]([CH3:13])[CH:11]=2)([CH2:50][C:49]2[CH:52]=[CH:53][CH:54]=[C:47]([O:46][CH3:45])[CH:48]=2)[C:15]1=[O:31]. The yield is 0.580. (10) The reactants are [CH3:1][O:2][CH2:3][CH2:4][C:5]1[CH:10]=[CH:9][C:8]([OH:11])=[CH:7][CH:6]=1.[O:12]1[CH2:14][CH:13]1[CH2:15]OS(C1C=CC=C([N+]([O-])=O)C=1)(=O)=O.C(=O)([O-])[O-].[K+].[K+]. The catalyst is CC(=O)CC. The product is [CH3:1][O:2][CH2:3][CH2:4][C:5]1[CH:10]=[CH:9][C:8]([O:11][CH2:15][CH:13]2[CH2:14][O:12]2)=[CH:7][CH:6]=1. The yield is 0.920.